Predict the reaction yield, written as a fraction of the theoretical maximum amount of product (1.0 means a 100% yield; for example, 0.34 means a 34% yield). From a dataset of Reaction yield outcomes from USPTO patents with 853,638 reactions. (1) The reactants are [NH2:1][C:2]1[CH:7]=[CH:6][C:5]([O:8][C:9]([F:12])([F:11])[F:10])=[CH:4][C:3]=1[C:13]([C:15]1[CH:20]=[CH:19][CH:18]=[CH:17][CH:16]=1)=O.[F:21][C:22]([F:30])([F:29])[C:23](=[O:28])[CH2:24][C:25](=O)[CH3:26]. The catalyst is CCCCCCC.C(OCC)(=O)C. The product is [F:21][C:22]([F:30])([F:29])[C:23]([C:24]1[C:25]([CH3:26])=[N:1][C:2]2[C:3]([C:13]=1[C:15]1[CH:20]=[CH:19][CH:18]=[CH:17][CH:16]=1)=[CH:4][C:5]([O:8][C:9]([F:12])([F:11])[F:10])=[CH:6][CH:7]=2)=[O:28]. The yield is 0.630. (2) The reactants are O=P(Cl)(Cl)Cl.CN([CH:9]=[O:10])C.[CH2:11]([O:13][C:14]([C:16]1[N:17]([CH:35]([CH3:37])[CH3:36])[CH:18]=[C:19]([C:28]2[CH:33]=[CH:32][C:31]([F:34])=[CH:30][CH:29]=2)[C:20]=1[C:21]1[CH:26]=[CH:25][C:24]([F:27])=[CH:23][CH:22]=1)=[O:15])[CH3:12]. The catalyst is ClC(Cl)C. The product is [CH2:11]([O:13][C:14]([C:16]1[N:17]([CH:35]([CH3:36])[CH3:37])[C:18]([CH:9]=[O:10])=[C:19]([C:28]2[CH:33]=[CH:32][C:31]([F:34])=[CH:30][CH:29]=2)[C:20]=1[C:21]1[CH:22]=[CH:23][C:24]([F:27])=[CH:25][CH:26]=1)=[O:15])[CH3:12]. The yield is 0.450. (3) The reactants are C([O:8][C:9]1[C:14](=[O:15])[N:13]2[CH:16]=[C:17]([N:27]3[CH2:32][CH2:31][O:30][CH2:29][CH2:28]3)[CH:18]=[C:19]([N:20]3[CH2:24][CH2:23][N:22]([CH3:25])[C:21]3=[O:26])[C:12]2=[N:11][C:10]=1[C:33]1[S:34][C:35]([CH2:38][C:39]2[CH:44]=[CH:43][C:42]([F:45])=[C:41]([Cl:46])[CH:40]=2)=[CH:36][N:37]=1)C1C=CC=CC=1. The catalyst is FC(F)(F)C(O)=O. The product is [Cl:46][C:41]1[CH:40]=[C:39]([CH:44]=[CH:43][C:42]=1[F:45])[CH2:38][C:35]1[S:34][C:33]([C:10]2[N:11]=[C:12]3[C:19]([N:20]4[CH2:24][CH2:23][N:22]([CH3:25])[C:21]4=[O:26])=[CH:18][C:17]([N:27]4[CH2:32][CH2:31][O:30][CH2:29][CH2:28]4)=[CH:16][N:13]3[C:14](=[O:15])[C:9]=2[OH:8])=[N:37][CH:36]=1. The yield is 0.930. (4) The reactants are [CH3:1][C@:2]1([CH2:14][OH:15])[O:7][C:6]2=[N:8][C:9]([N+:11]([O-:13])=[O:12])=[CH:10][N:5]2[CH2:4][CH2:3]1.[Br:16][C:17]1[CH:24]=[CH:23][C:20]([CH2:21]Br)=[CH:19][CH:18]=1.[H-].[Na+]. No catalyst specified. The product is [Br:16][C:17]1[CH:24]=[CH:23][C:20]([CH2:21][O:15][CH2:14][C@@:2]2([CH3:1])[O:7][C:6]3=[N:8][C:9]([N+:11]([O-:13])=[O:12])=[CH:10][N:5]3[CH2:4][CH2:3]2)=[CH:19][CH:18]=1. The yield is 0.610. (5) The product is [F:26][C:22]1[CH:21]=[C:20]2[C:25]([C:17]([C:14]3[N:15]=[C:16]4[C:8]([C:6]([NH2:5])=[O:7])=[CH:9][NH:10][C:11]4=[N:12][CH:13]=3)=[N:18][N:19]2[CH2:27][C:28]([N:30]2[CH2:31][CH2:32][O:33][CH2:34][CH2:35]2)=[O:29])=[CH:24][CH:23]=1. The reactants are C([NH:5][C:6]([C:8]1[C:16]2[C:11](=[N:12][CH:13]=[C:14]([C:17]3[C:25]4[C:20](=[CH:21][C:22]([F:26])=[CH:23][CH:24]=4)[N:19]([CH2:27][C:28]([N:30]4[CH2:35][CH2:34][O:33][CH2:32][CH2:31]4)=[O:29])[N:18]=3)[N:15]=2)[N:10](COCC[Si](C)(C)C)[CH:9]=1)=[O:7])(C)(C)C.FC(F)(F)C(O)=O. The catalyst is ClCCl. The yield is 0.240. (6) The reactants are [CH2:1]([NH:8][C:9]([C:11]1[S:15][C:14](Br)=[N:13][C:12]=1[CH3:17])=[O:10])[C:2]1[CH:7]=[CH:6][CH:5]=[CH:4][CH:3]=1.[Br:18][C:19]1[CH:24]=[N:23][C:22](I)=[CH:21][N:20]=1. The catalyst is O1CCCC1.C1C=CC([P]([Pd]([P](C2C=CC=CC=2)(C2C=CC=CC=2)C2C=CC=CC=2)([P](C2C=CC=CC=2)(C2C=CC=CC=2)C2C=CC=CC=2)[P](C2C=CC=CC=2)(C2C=CC=CC=2)C2C=CC=CC=2)(C2C=CC=CC=2)C2C=CC=CC=2)=CC=1. The product is [CH2:1]([NH:8][C:9]([C:11]1[S:15][C:14]([C:22]2[CH:21]=[N:20][C:19]([Br:18])=[CH:24][N:23]=2)=[N:13][C:12]=1[CH3:17])=[O:10])[C:2]1[CH:7]=[CH:6][CH:5]=[CH:4][CH:3]=1. The yield is 0.0700. (7) The reactants are [CH3:1][C:2]1[CH:8]=[CH:7][C:6]([CH3:9])=[CH:5][C:3]=1[NH2:4].ClCCl.C(=O)(O)[O-].[Na+].C[N+](C)(C)C.Cl[I-:24]Cl. The catalyst is O.CO. The product is [I:24][C:7]1[C:6]([CH3:9])=[CH:5][C:3]([NH2:4])=[C:2]([CH3:1])[CH:8]=1. The yield is 0.980. (8) The reactants are [NH2:1][C:2]1[C:19]([F:20])=[C:18]([F:21])[C:5]2[N:6]([C:10]3[CH:15]=[CH:14][C:13]([Br:16])=[CH:12][C:11]=3[F:17])[C:7](=[O:9])[NH:8][C:4]=2[C:3]=1[OH:22].[CH:23](OCC)(OCC)OCC.C1(C)C=CC(S(O)(=O)=O)=CC=1. No catalyst specified. The product is [Br:16][C:13]1[CH:14]=[CH:15][C:10]([N:6]2[C:5]3[C:18]([F:21])=[C:19]([F:20])[C:2]4[N:1]=[CH:23][O:22][C:3]=4[C:4]=3[NH:8][C:7]2=[O:9])=[C:11]([F:17])[CH:12]=1. The yield is 0.650. (9) The reactants are C(=O)([O-])[O-].[K+].[K+].[Si:7]([O:14][CH2:15][C@H:16]([OH:24])[CH2:17][C:18]#[C:19][Si](C)(C)C)([C:10]([CH3:13])([CH3:12])[CH3:11])([CH3:9])[CH3:8]. The catalyst is CO. The product is [Si:7]([O:14][CH2:15][C@H:16]([OH:24])[CH2:17][C:18]#[CH:19])([C:10]([CH3:13])([CH3:12])[CH3:11])([CH3:9])[CH3:8]. The yield is 0.800. (10) The reactants are [C:1]1([CH2:7][N:8]2[CH2:14][C:13](=O)[C:10]3([CH2:12][CH2:11]3)[C:9]2=[O:16])[CH:6]=[CH:5][CH:4]=[CH:3][CH:2]=1.C([O-])(=O)C.[Na+].Cl.[CH3:23][O:24][NH2:25]. The catalyst is CO.C(Cl)Cl. The product is [CH3:23][O:24]/[N:25]=[C:13]1\[CH2:14][N:8]([CH2:7][C:1]2[CH:6]=[CH:5][CH:4]=[CH:3][CH:2]=2)[C:9](=[O:16])[C:10]2\1[CH2:12][CH2:11]2. The yield is 0.950.